Dataset: Full USPTO retrosynthesis dataset with 1.9M reactions from patents (1976-2016). Task: Predict the reactants needed to synthesize the given product. (1) The reactants are: Cl.[CH3:2][O:3][C:4](=[O:9])[C@H:5]([CH2:7][OH:8])[NH2:6].CCN(CC)CC.Cl[C:18]([C:31]1[CH:36]=[CH:35][CH:34]=[CH:33][CH:32]=1)([C:25]1[CH:30]=[CH:29][CH:28]=[CH:27][CH:26]=1)[C:19]1[CH:24]=[CH:23][CH:22]=[CH:21][CH:20]=1. Given the product [OH:8][CH2:7][C@H:5]([NH:6][C:18]([C:19]1[CH:24]=[CH:23][CH:22]=[CH:21][CH:20]=1)([C:31]1[CH:32]=[CH:33][CH:34]=[CH:35][CH:36]=1)[C:25]1[CH:26]=[CH:27][CH:28]=[CH:29][CH:30]=1)[C:4]([O:3][CH3:2])=[O:9], predict the reactants needed to synthesize it. (2) Given the product [F:36][C:26]1[CH:27]=[C:28]([C:32]([OH:35])([CH3:34])[CH3:33])[CH:29]=[C:30]([F:31])[C:25]=1[C:19]1[S:18][C:17]([NH:16][C:2]2[CH:3]=[CH:4][CH:5]=[C:6]([C:8]3[N:9]=[N:10][N:11]([CH2:13][CH2:14][OH:15])[CH:12]=3)[N:7]=2)=[C:21]([C:22]([NH2:24])=[O:23])[CH:20]=1, predict the reactants needed to synthesize it. The reactants are: Br[C:2]1[N:7]=[C:6]([C:8]2[N:9]=[N:10][N:11]([CH2:13][CH2:14][OH:15])[CH:12]=2)[CH:5]=[CH:4][CH:3]=1.[NH2:16][C:17]1[S:18][C:19]([C:25]2[C:30]([F:31])=[CH:29][C:28]([C:32]([OH:35])([CH3:34])[CH3:33])=[CH:27][C:26]=2[F:36])=[CH:20][C:21]=1[C:22]([NH2:24])=[O:23]. (3) Given the product [CH3:1][N:4]([CH3:3])[C:8]1[CH:12]=[C:11]([C:13]2[CH:25]=[CH:24][C:16]([O:17][CH2:18][CH2:19][NH:20][C:21]([NH2:23])=[O:22])=[CH:15][CH:14]=2)[N:10]([C:26]2[CH:31]=[CH:30][C:29]([O:32][CH3:33])=[CH:28][CH:27]=2)[N:9]=1, predict the reactants needed to synthesize it. The reactants are: [CH2:1]=O.[C:3]([BH3-])#[N:4].[Na+].N[C:8]1[CH:12]=[C:11]([C:13]2[CH:25]=[CH:24][C:16]([O:17][CH2:18][CH2:19][NH:20][C:21]([NH2:23])=[O:22])=[CH:15][CH:14]=2)[N:10]([C:26]2[CH:31]=[CH:30][C:29]([O:32][CH3:33])=[CH:28][CH:27]=2)[N:9]=1. (4) Given the product [CH:32]1([CH2:31][O:30][C:22]2[CH:23]=[C:24]([O:28][CH3:29])[C:25]([F:27])=[CH:26][C:21]=2[C:20]2[C:15]3[NH:14][C:13]([CH3:35])=[C:12]([C:10]([NH:9][C@H:6]4[CH2:7][CH2:8][C@@H:3]([NH:2][C:39](=[O:40])[CH2:38][O:37][CH3:36])[CH2:4][CH2:5]4)=[O:11])[C:16]=3[N:17]=[CH:18][N:19]=2)[CH2:34][CH2:33]1, predict the reactants needed to synthesize it. The reactants are: Cl.[NH2:2][C@@H:3]1[CH2:8][CH2:7][C@H:6]([NH:9][C:10]([C:12]2[C:16]3[N:17]=[CH:18][N:19]=[C:20]([C:21]4[CH:26]=[C:25]([F:27])[C:24]([O:28][CH3:29])=[CH:23][C:22]=4[O:30][CH2:31][CH:32]4[CH2:34][CH2:33]4)[C:15]=3[NH:14][C:13]=2[CH3:35])=[O:11])[CH2:5][CH2:4]1.[CH3:36][O:37][CH2:38][C:39](Cl)=[O:40]. (5) Given the product [Br:29][C:30]1[CH:35]=[CH:34][C:33]([O:15][CH2:16][CH:17]2[CH2:22][CH2:21][N:20]([C:23]([O:25][CH:26]([CH3:28])[CH3:27])=[O:24])[CH2:19][CH2:18]2)=[CH:32][CH:31]=1, predict the reactants needed to synthesize it. The reactants are: N(C(OC(C)C)=O)=NC(OC(C)C)=O.[OH:15][CH2:16][CH:17]1[CH2:22][CH2:21][N:20]([C:23]([O:25][CH:26]([CH3:28])[CH3:27])=[O:24])[CH2:19][CH2:18]1.[Br:29][C:30]1[CH:35]=[CH:34][C:33](O)=[CH:32][CH:31]=1.C1C=CC(P(C2C=CC=CC=2)C2C=CC=CC=2)=CC=1. (6) Given the product [F:1][CH:2]([F:8])[C:3]([NH:10]/[N:11]=[C:24]1/[NH:25][C:20]2[CH:19]=[C:18]([C:12]3[CH:13]=[CH:14][CH:15]=[CH:16][CH:17]=3)[C:28]([C:29]3[CH:30]=[CH:31][C:32]([C:35]4([NH:39][C:40](=[O:46])[O:41][C:42]([CH3:45])([CH3:43])[CH3:44])[CH2:36][CH2:37][CH2:38]4)=[CH:33][CH:34]=3)=[N:27][C:21]=2[O:22][CH2:23]/1)=[O:4], predict the reactants needed to synthesize it. The reactants are: [F:1][CH:2]([F:8])[C:3](OCC)=[O:4].O.[NH2:10][NH2:11].[C:12]1([C:18]2[C:28]([C:29]3[CH:34]=[CH:33][C:32]([C:35]4([NH:39][C:40](=[O:46])[O:41][C:42]([CH3:45])([CH3:44])[CH3:43])[CH2:38][CH2:37][CH2:36]4)=[CH:31][CH:30]=3)=[N:27][C:21]3[O:22][CH2:23][C:24](=S)[NH:25][C:20]=3[CH:19]=2)[CH:17]=[CH:16][CH:15]=[CH:14][CH:13]=1. (7) Given the product [CH3:1][O:2][C:3](=[O:12])[C:4]1[CH:9]=[CH:8][C:7]([O:10][CH2:15][C:16]2[CH:17]=[N:18][CH:19]=[CH:20][CH:21]=2)=[CH:6][C:5]=1[OH:11], predict the reactants needed to synthesize it. The reactants are: [CH3:1][O:2][C:3](=[O:12])[C:4]1[CH:9]=[CH:8][C:7]([OH:10])=[CH:6][C:5]=1[OH:11].Cl.Cl[CH2:15][C:16]1[CH:17]=[N:18][CH:19]=[CH:20][CH:21]=1.C(=O)([O-])[O-].[K+].[K+].N1CCCCC1.